Dataset: Reaction yield outcomes from USPTO patents with 853,638 reactions. Task: Predict the reaction yield, written as a fraction of the theoretical maximum amount of product (1.0 means a 100% yield; for example, 0.34 means a 34% yield). (1) The reactants are [NH2:1][CH2:2][CH2:3][OH:4].F[C:6]1[CH:11]=[CH:10][C:9]([C:12]([F:15])([F:14])[F:13])=[CH:8][C:7]=1[N+:16]([O-:18])=[O:17]. The catalyst is C1COCC1. The product is [N+:16]([C:7]1[CH:8]=[C:9]([C:12]([F:13])([F:14])[F:15])[CH:10]=[CH:11][C:6]=1[NH:1][CH2:2][CH2:3][OH:4])([O-:18])=[O:17]. The yield is 0.800. (2) The reactants are [F:1][C:2]1[CH:3]=[CH:4][C:5]([NH:8][NH2:9])=[N:6][CH:7]=1.[C:10]([O:14][C:15]([N:17]1[CH2:22][CH2:21][O:20][CH2:19][C@@H:18]1[C:23](O)=[O:24])=[O:16])([CH3:13])([CH3:12])[CH3:11].C(Cl)CCl.C1C=CC2N(O)N=NC=2C=1.O. The catalyst is C(Cl)Cl. The product is [C:10]([O:14][C:15]([N:17]1[CH2:22][CH2:21][O:20][CH2:19][C@@H:18]1[C:23]([NH:9][NH:8][C:5]1[CH:4]=[CH:3][C:2]([F:1])=[CH:7][N:6]=1)=[O:24])=[O:16])([CH3:13])([CH3:12])[CH3:11]. The yield is 0.980.